Dataset: Peptide-MHC class I binding affinity with 185,985 pairs from IEDB/IMGT. Task: Regression. Given a peptide amino acid sequence and an MHC pseudo amino acid sequence, predict their binding affinity value. This is MHC class I binding data. The peptide sequence is FPIQDFPII. The MHC is HLA-B51:01 with pseudo-sequence HLA-B51:01. The binding affinity (normalized) is 0.533.